Task: Predict the reactants needed to synthesize the given product.. Dataset: Retrosynthesis with 50K atom-mapped reactions and 10 reaction types from USPTO (1) Given the product CCCS(=O)(=O)Nc1ccc(F)c(-c2nn(C(C)C)cc2-c2ccnc(NC[C@H](C)NC(=O)OC)n2)c1F, predict the reactants needed to synthesize it. The reactants are: CCCS(=O)(=O)Nc1ccc(F)c(B2OC(C)(C)C(C)(C)O2)c1F.COC(=O)N[C@@H](C)CNc1nccc(-c2cn(C(C)C)nc2I)n1. (2) Given the product Cc1cnc(NS(=O)(=O)c2cccc(Cl)c2Cl)c(OCc2cc(C)on2)n1, predict the reactants needed to synthesize it. The reactants are: Cc1cc(CO)no1.Cc1cnc(NS(=O)(=O)c2cccc(Cl)c2Cl)c(Br)n1. (3) The reactants are: Cc1nc(C(=O)N2CCCC(C)C2CN)c(-c2ccc(F)cc2)s1.FC(F)(F)c1ccc(Cl)nc1. Given the product Cc1nc(C(=O)N2CCC[C@H](C)[C@@H]2CNc2ccc(C(F)(F)F)cn2)c(-c2ccc(F)cc2)s1, predict the reactants needed to synthesize it. (4) Given the product CCOCCC(=O)Oc1c2c(c(O)c3nccnc13)C(=O)N(Cc1ccc(Cl)c(Cl)c1)C2=O, predict the reactants needed to synthesize it. The reactants are: CCOCCC(=O)O.O=C1c2c(c(O)c3nccnc3c2O)C(=O)N1Cc1ccc(Cl)c(Cl)c1. (5) Given the product Cc1ccc(-n2nc(C(C)(C)C)cc2NC(=O)NCc2ccccc2Oc2ccnc(Cl)n2)cc1OCc1ccccc1, predict the reactants needed to synthesize it. The reactants are: Cc1ccc(-n2nc(C(C)(C)C)cc2NC(=O)NCc2ccccc2O)cc1OCc1ccccc1.Clc1ccnc(Cl)n1. (6) Given the product COC(=O)C1(CCCCSC)CCCC1, predict the reactants needed to synthesize it. The reactants are: COC(=O)C1(CCCCBr)CCCC1.C[S-].